Task: Predict which catalyst facilitates the given reaction.. Dataset: Catalyst prediction with 721,799 reactions and 888 catalyst types from USPTO (1) Reactant: CN(CCN(C)C)C.[Li]CCCC.[C:14]1([C:20]2[CH:25]=[CH:24][CH:23]=[CH:22][C:21]=2[O:26][CH3:27])[CH:19]=[CH:18][CH:17]=[CH:16][CH:15]=1.CN([CH:31]=[O:32])C. Product: [CH3:27][O:26][C:21]1[C:22]([CH:31]=[O:32])=[CH:23][CH:24]=[CH:25][C:20]=1[C:14]1[CH:15]=[CH:16][CH:17]=[CH:18][CH:19]=1. The catalyst class is: 1. (2) Reactant: [Cl:1][C:2]1[CH:7]=[CH:6][C:5]([S:8]([CH:11]([C:25]2[CH:30]=[C:29]([F:31])[CH:28]=[CH:27][C:26]=2[F:32])[CH:12]2[CH2:17][CH2:16][N:15](C(OC(C)(C)C)=O)[CH2:14][CH2:13]2)(=[O:10])=[O:9])=[CH:4][CH:3]=1.FC(F)(F)C(O)=O.Cl.C(O)C. Product: [ClH:1].[Cl:1][C:2]1[CH:7]=[CH:6][C:5]([S:8]([CH:11]([C:25]2[CH:30]=[C:29]([F:31])[CH:28]=[CH:27][C:26]=2[F:32])[CH:12]2[CH2:17][CH2:16][NH:15][CH2:14][CH2:13]2)(=[O:9])=[O:10])=[CH:4][CH:3]=1. The catalyst class is: 4. (3) Product: [OH:2][CH2:3][C:4]1[CH:5]=[C:6]([N:10]2[CH2:15][CH2:14][N:13]([C:53]([C:52]3[N:47]4[CH:48]=[CH:49][CH:50]=[CH:51][C:46]4=[N:45][C:44]=3[C:38]3[CH:43]=[CH:42][CH:41]=[CH:40][CH:39]=3)=[O:54])[CH2:12][CH2:11]2)[CH:7]=[CH:8][CH:9]=1. The catalyst class is: 236. Reactant: Cl.[OH:2][CH2:3][C:4]1[CH:5]=[C:6]([N:10]2[CH2:15][CH2:14][NH:13][CH2:12][CH2:11]2)[CH:7]=[CH:8][CH:9]=1.CN(C)CCCN=C=NCC.O.ON1C2C=CC=CC=2N=N1.[C:38]1([C:44]2[N:45]=[C:46]3[CH:51]=[CH:50][CH:49]=[CH:48][N:47]3[C:52]=2[C:53](O)=[O:54])[CH:43]=[CH:42][CH:41]=[CH:40][CH:39]=1.